This data is from Forward reaction prediction with 1.9M reactions from USPTO patents (1976-2016). The task is: Predict the product of the given reaction. (1) Given the reactants Cl[C:2]1[N:7]=[C:6]([C:8]2[CH:9]=[CH:10][C:11]([O:16][CH:17]3[CH2:22][CH2:21][O:20][CH2:19][CH2:18]3)=[C:12]([CH:15]=2)[C:13]#[N:14])[CH:5]=[CH:4][N:3]=1.[NH2:23][C:24]1[CH:25]=[CH:26][C:27]([O:44][CH3:45])=[C:28]([CH:43]=1)[O:29][CH2:30][CH2:31][O:32][CH2:33][CH2:34][NH:35][C:36](=[O:42])[O:37][C:38]([CH3:41])([CH3:40])[CH3:39], predict the reaction product. The product is: [C:13]([C:12]1[CH:15]=[C:8]([C:6]2[CH:5]=[CH:4][N:3]=[C:2]([NH:23][C:24]3[CH:25]=[CH:26][C:27]([O:44][CH3:45])=[C:28]([CH:43]=3)[O:29][CH2:30][CH2:31][O:32][CH2:33][CH2:34][NH:35][C:36](=[O:42])[O:37][C:38]([CH3:39])([CH3:40])[CH3:41])[N:7]=2)[CH:9]=[CH:10][C:11]=1[O:16][CH:17]1[CH2:22][CH2:21][O:20][CH2:19][CH2:18]1)#[N:14]. (2) Given the reactants [Cl:1][C:2]1[N:3]=[C:4]([N:13]2[CH2:18][CH2:17][O:16][CH2:15][CH2:14]2)[C:5]2[S:10][C:9]([CH:11]=O)=[CH:8][C:6]=2[N:7]=1.C(O)(=O)C.[CH3:23][NH2:24].[BH4-].[Na+], predict the reaction product. The product is: [Cl:1][C:2]1[N:3]=[C:4]([N:13]2[CH2:18][CH2:17][O:16][CH2:15][CH2:14]2)[C:5]2[S:10][C:9]([CH2:11][NH:24][CH3:23])=[CH:8][C:6]=2[N:7]=1. (3) Given the reactants ClC1C=CC(S(N(CC2C=CC(C(O)=O)=CC=2)CC2C=CC(F)=CC=2)(=O)=O)=CC=1.[Cl:30][C:31]1[CH:36]=[CH:35][C:34]([S:37]([N:40]([CH2:49][C:50]2[CH:59]=[CH:58][C:53]([C:54]([O:56]C)=[O:55])=[C:52]([F:60])[CH:51]=2)[CH2:41][C:42]2[CH:47]=[CH:46][CH:45]=[CH:44][C:43]=2[F:48])(=[O:39])=[O:38])=[CH:33][CH:32]=1, predict the reaction product. The product is: [Cl:30][C:31]1[CH:32]=[CH:33][C:34]([S:37]([N:40]([CH2:49][C:50]2[CH:59]=[CH:58][C:53]([C:54]([OH:56])=[O:55])=[C:52]([F:60])[CH:51]=2)[CH2:41][C:42]2[CH:47]=[CH:46][CH:45]=[CH:44][C:43]=2[F:48])(=[O:39])=[O:38])=[CH:35][CH:36]=1. (4) Given the reactants [OH-].[Na+].[CH3:3][C:4]1[CH:5]=[CH:6][C:7]([I:14])=[C:8]([CH2:10][C:11](O)=[O:12])[CH:9]=1.S(Cl)([Cl:17])=O, predict the reaction product. The product is: [CH3:3][C:4]1[CH:5]=[CH:6][C:7]([I:14])=[C:8]([CH2:10][C:11]([Cl:17])=[O:12])[CH:9]=1. (5) Given the reactants [CH:1]([C:3]1[CH:11]=[CH:10][C:6]([C:7]([OH:9])=[O:8])=[CH:5][CH:4]=1)=[CH2:2].[OH-].[Na+].O.O.O.O.O.S([O-])([O-])(=O)=O.[Mn+2:24].[CH:25]([C:27]1[CH:35]=[CH:34][C:30]([C:31]([O-:33])=[O:32])=[CH:29][CH:28]=1)=[CH2:26].[Na+], predict the reaction product. The product is: [CH:1]([C:3]1[CH:11]=[CH:10][C:6]([C:7]([O-:9])=[O:8])=[CH:5][CH:4]=1)=[CH2:2].[Mn+2:24].[CH:25]([C:27]1[CH:35]=[CH:34][C:30]([C:31]([O-:33])=[O:32])=[CH:29][CH:28]=1)=[CH2:26]. (6) Given the reactants Br[C:2]1[CH:3]=[N:4][CH:5]=[CH:6][CH:7]=1.C([Li])CCC.[Cl:13][C:14]1[CH:19]=[CH:18][C:17]([C:20]2[C:24]([C:25](=[O:27])[CH3:26])=[C:23]([C:28]3[CH:33]=[CH:32][CH:31]=[CH:30][CH:29]=3)[O:22][N:21]=2)=[CH:16][CH:15]=1, predict the reaction product. The product is: [Cl:13][C:14]1[CH:15]=[CH:16][C:17]([C:20]2[C:24]([C:25]([C:2]3[CH:3]=[N:4][CH:5]=[CH:6][CH:7]=3)([OH:27])[CH3:26])=[C:23]([C:28]3[CH:29]=[CH:30][CH:31]=[CH:32][CH:33]=3)[O:22][N:21]=2)=[CH:18][CH:19]=1.